Dataset: Reaction yield outcomes from USPTO patents with 853,638 reactions. Task: Predict the reaction yield, written as a fraction of the theoretical maximum amount of product (1.0 means a 100% yield; for example, 0.34 means a 34% yield). (1) The reactants are [CH2:1]([C@@H:5]1[NH:10][CH2:9][C@H:8]([C:11]2[CH:16]=[CH:15][CH:14]=[CH:13][CH:12]=2)[NH:7][C:6]1=[O:17])[CH:2]([CH3:4])[CH3:3].[C:18]1([C@@H:24]2[CH2:26][C@H:25]2[C:27](O)=[O:28])[CH:23]=[CH:22][CH:21]=[CH:20][CH:19]=1.C([C@@H]1N(C(=O)/C=C/C2C=CC=CC=2)C[C@H](CC(C)C)NC1=O)C(C)C. No catalyst specified. The product is [CH2:1]([C@@H:5]1[N:10]([C:27]([C@@H:25]2[CH2:26][C@H:24]2[C:18]2[CH:23]=[CH:22][CH:21]=[CH:20][CH:19]=2)=[O:28])[CH2:9][C@H:8]([C:11]2[CH:12]=[CH:13][CH:14]=[CH:15][CH:16]=2)[NH:7][C:6]1=[O:17])[CH:2]([CH3:4])[CH3:3]. The yield is 0.910. (2) The yield is 0.600. The product is [NH2:1][C:2]1[C:7]([S:8]([CH2:9][CH2:10][C:11]([CH3:12])([OH:13])[CH3:14])=[O:18])=[CH:6][C:5]([Br:15])=[CH:4][N:3]=1. The reactants are [NH2:1][C:2]1[C:7]([S:8][CH2:9][CH2:10][C:11]([CH3:14])([OH:13])[CH3:12])=[CH:6][C:5]([Br:15])=[CH:4][N:3]=1.CC(C)=[O:18].O.S([O-])(O[O-])(=O)=O.[K+].[K+]. The catalyst is CO.